From a dataset of Full USPTO retrosynthesis dataset with 1.9M reactions from patents (1976-2016). Predict the reactants needed to synthesize the given product. (1) Given the product [F:15][C@H:16]([C:18]1[S:22][C:21]2=[N:23][C:24]([C:26]3[O:27][C:28]4[CH:34]=[C:33]([O:35][CH3:36])[CH:32]=[C:31]([O:37][CH2:2][C:3]5[N:4]=[C:5]([C:8]6([F:14])[CH2:13][CH2:12][O:11][CH2:10][CH2:9]6)[S:6][CH:7]=5)[C:29]=4[CH:30]=3)=[CH:25][N:20]2[N:19]=1)[CH3:17], predict the reactants needed to synthesize it. The reactants are: Br[CH2:2][C:3]1[N:4]=[C:5]([C:8]2([F:14])[CH2:13][CH2:12][O:11][CH2:10][CH2:9]2)[S:6][CH:7]=1.[F:15][C@H:16]([C:18]1[S:22][C:21]2=[N:23][C:24]([C:26]3[O:27][C:28]4[C:29](=[C:31]([OH:37])[CH:32]=[C:33]([O:35][CH3:36])[CH:34]=4)[CH:30]=3)=[CH:25][N:20]2[N:19]=1)[CH3:17].C(=O)([O-])[O-].[K+].[K+].CCOC(C)=O.C(Cl)Cl. (2) The reactants are: [OH-].[Na+].C([O:5][C:6](=[O:52])[CH2:7][N:8]1[CH2:13][CH2:12][N:11]([CH:14]2[CH2:19][CH2:18][N:17]([C:20](=[O:51])[CH:21]([NH:31][C:32]([N:34]3[CH2:39][CH2:38][CH:37]([N:40]4[CH2:49][C:48]5[C:43](=[CH:44][CH:45]=[CH:46][CH:47]=5)[NH:42][C:41]4=[O:50])[CH2:36][CH2:35]3)=[O:33])[CH2:22][C:23]3[CH:28]=[CH:27][C:26]([Br:29])=[C:25]([CH3:30])[CH:24]=3)[CH2:16][CH2:15]2)[CH2:10][CH2:9]1)C.Cl. Given the product [Br:29][C:26]1[CH:27]=[CH:28][C:23]([CH2:22][CH:21]([NH:31][C:32]([N:34]2[CH2:35][CH2:36][CH:37]([N:40]3[CH2:49][C:48]4[C:43](=[CH:44][CH:45]=[CH:46][CH:47]=4)[NH:42][C:41]3=[O:50])[CH2:38][CH2:39]2)=[O:33])[C:20]([N:17]2[CH2:18][CH2:19][CH:14]([N:11]3[CH2:12][CH2:13][N:8]([CH2:7][C:6]([OH:52])=[O:5])[CH2:9][CH2:10]3)[CH2:15][CH2:16]2)=[O:51])=[CH:24][C:25]=1[CH3:30], predict the reactants needed to synthesize it. (3) Given the product [CH2:21]([C:8]1[CH:9]=[C:10]([CH:17]=[O:18])[C:11]2[C:16]([CH:7]=1)=[CH:15][CH:14]=[CH:13][CH:12]=2)[CH3:22], predict the reactants needed to synthesize it. The reactants are: FC(F)(F)S(O[C:7]1[C:16]2[C:11](=[CH:12][CH:13]=[CH:14][CH:15]=2)[C:10]([CH:17]=[O:18])=[CH:9][CH:8]=1)(=O)=O.[C:21]1([As](C2C=CC=CC=2)C2C=CC=CC=2)C=CC=C[CH:22]=1.[Cl-].[Li+].C([Sn](CCCC)(CCCC)CCCC)CCC. (4) Given the product [C:1]([O:5][C:6](=[O:26])[NH:7][C:8]1[C:13]([NH:14][C:30](=[O:29])[CH2:31][C:32]([C:34]2[CH:41]=[CH:40][CH:39]=[C:36]([C:37]#[N:38])[CH:35]=2)=[O:33])=[CH:12][C:11]([C:15]2[CH:20]=[CH:19][CH:18]=[C:17]([F:21])[C:16]=2[F:22])=[C:10]([N:23]([CH3:24])[CH3:25])[CH:9]=1)([CH3:4])([CH3:3])[CH3:2], predict the reactants needed to synthesize it. The reactants are: [C:1]([O:5][C:6](=[O:26])[NH:7][C:8]1[C:13]([NH2:14])=[CH:12][C:11]([C:15]2[CH:20]=[CH:19][CH:18]=[C:17]([F:21])[C:16]=2[F:22])=[C:10]([N:23]([CH3:25])[CH3:24])[CH:9]=1)([CH3:4])([CH3:3])[CH3:2].CC1(C)[O:33][C:32]([C:34]2[CH:35]=[C:36]([CH:39]=[CH:40][CH:41]=2)[C:37]#[N:38])=[CH:31][C:30](=O)[O:29]1. (5) Given the product [Cl:1][C:2]1[C:3]([C:19]2[C:27]3[C:22](=[CH:23][CH:24]=[CH:25][CH:26]=3)[N:21]([S:28]([C:31]3[CH:36]=[CH:35][CH:34]=[CH:33][CH:32]=3)(=[O:30])=[O:29])[CH:20]=2)=[N:4][C:5]([NH:8][C@@H:9]2[CH2:14][CH2:13][CH2:12][C@H:11]([C:15]([OH:17])=[O:16])[CH2:10]2)=[N:6][CH:7]=1, predict the reactants needed to synthesize it. The reactants are: [Cl:1][C:2]1[C:3]([C:19]2[C:27]3[C:22](=[CH:23][CH:24]=[CH:25][CH:26]=3)[N:21]([S:28]([C:31]3[CH:36]=[CH:35][CH:34]=[CH:33][CH:32]=3)(=[O:30])=[O:29])[CH:20]=2)=[N:4][C:5]([NH:8][C@@H:9]2[CH2:14][CH2:13][CH2:12][C@H:11]([C:15]([O:17]C)=[O:16])[CH2:10]2)=[N:6][CH:7]=1.O[Li].O.O.Cl. (6) Given the product [C:19]([C:3]1[C:4]([O:5][CH3:6])=[C:7]([OH:8])[CH:9]=[CH:10][C:2]=1[C:1]([OH:12])=[O:11])(=[O:21])[CH3:20], predict the reactants needed to synthesize it. The reactants are: [C:1]([OH:12])(=[O:11])[C:2]1[CH:10]=[CH:9][C:7]([OH:8])=[C:4]([O:5][CH3:6])[CH:3]=1.N1C=CC=CC=1.[C:19](OC(=O)C)(=[O:21])[CH3:20].Cl.